Dataset: Reaction yield outcomes from USPTO patents with 853,638 reactions. Task: Predict the reaction yield, written as a fraction of the theoretical maximum amount of product (1.0 means a 100% yield; for example, 0.34 means a 34% yield). (1) The reactants are [CH3:1][O:2][C:3]1[CH:4]=[C:5]2[C:10](=[CH:11][C:12]=1[O:13][CH3:14])[N:9]=[CH:8][N:7]=[C:6]2[O:15][C:16]1[CH:17]=[C:18]([CH:20]=[CH:21][CH:22]=1)[NH2:19].[F:23][C:24]([F:41])([F:40])[C:25]1[CH:29]=[C:28]([NH:30][C:31](=O)[O:32]C2C=CC=CC=2)[O:27][N:26]=1. No catalyst specified. The product is [CH3:1][O:2][C:3]1[CH:4]=[C:5]2[C:10](=[CH:11][C:12]=1[O:13][CH3:14])[N:9]=[CH:8][N:7]=[C:6]2[O:15][C:16]1[CH:17]=[C:18]([NH:19][C:31]([NH:30][C:28]2[O:27][N:26]=[C:25]([C:24]([F:41])([F:23])[F:40])[CH:29]=2)=[O:32])[CH:20]=[CH:21][CH:22]=1. The yield is 0.0600. (2) The reactants are Br[C:2]1[CH:3]=[C:4]([C:12]2[N:16]([CH2:17][CH:18]3[CH2:23][CH2:22][CH2:21][CH2:20][CH2:19]3)[C:15]([CH3:24])=[C:14]([C:25]([O:27][CH2:28][CH3:29])=[O:26])[CH:13]=2)[CH:5]=[C:6]([C:8]([CH3:11])([CH3:10])[CH3:9])[CH:7]=1.[CH:30]1(B(O)O)[CH2:32][CH2:31]1.C1(P(C2CCCCC2)C2CCCCC2)CCCCC1.[O-]P([O-])([O-])=O.[K+].[K+].[K+]. The catalyst is C1(C)C=CC=CC=1.O.CC([O-])=O.CC([O-])=O.[Pd+2]. The product is [C:8]([C:6]1[CH:5]=[C:4]([C:12]2[N:16]([CH2:17][CH:18]3[CH2:19][CH2:20][CH2:21][CH2:22][CH2:23]3)[C:15]([CH3:24])=[C:14]([C:25]([O:27][CH2:28][CH3:29])=[O:26])[CH:13]=2)[CH:3]=[C:2]([CH:30]2[CH2:32][CH2:31]2)[CH:7]=1)([CH3:11])([CH3:10])[CH3:9]. The yield is 0.600. (3) The product is [NH2:34][C:5]1([CH2:25][OH:27])[C:6]2[C:7](=[N:8][CH:9]=[C:10]([Cl:12])[CH:11]=2)[O:13][C:14]2[C:4]1=[CH:3][C:2]([Br:1])=[C:16]([F:17])[CH:15]=2. The yield is 0.259. The reactants are [Br:1][C:2]1[CH:3]=[C:4]2[C:14](=[CH:15][C:16]=1[F:17])[O:13][C:7]1=[N:8][CH:9]=[C:10]([Cl:12])[CH:11]=[C:6]1[C:5]2=O.[I-].C[S+](C)C.C[C:25](C)([O-:27])C.[K+].C[Si]([N:34]=[N+]=[N-])(C)C.[H-].[H-].[H-].[H-].[Li+].[Al+3].O.O.O.O.O.O.O.O.O.O.S([O-])([O-])(=O)=O.[Na+].[Na+]. The catalyst is CS(C)=O.CCOC(C)=O. (4) The reactants are [C:1]1([C:7]2[CH:12]=[C:11]([CH:13]([CH2:16][OH:17])[CH2:14][OH:15])[CH:10]=[CH:9][C:8]=2[NH:18][C:19]([C:21]2[N:22]([CH2:28][O:29][CH2:30][CH2:31][Si:32]([CH3:35])([CH3:34])[CH3:33])[CH:23]=[C:24]([C:26]#[N:27])[N:25]=2)=[O:20])[CH2:6][CH2:5][CH2:4][CH2:3][CH:2]=1.CCN(CC)CC.[CH3:43][S:44](Cl)(=[O:46])=[O:45]. The catalyst is C(Cl)Cl. The product is [C:26]([C:24]1[N:25]=[C:21]([C:19]([NH:18][C:8]2[CH:9]=[CH:10][C:11]([CH:13]([CH2:14][O:15][S:44]([CH3:43])(=[O:46])=[O:45])[CH2:16][O:17][S:44]([CH3:43])(=[O:46])=[O:45])=[CH:12][C:7]=2[C:1]2[CH2:6][CH2:5][CH2:4][CH2:3][CH:2]=2)=[O:20])[N:22]([CH2:28][O:29][CH2:30][CH2:31][Si:32]([CH3:34])([CH3:33])[CH3:35])[CH:23]=1)#[N:27]. The yield is 0.700. (5) The reactants are [CH3:1][O:2][C:3]1[CH:4]=[CH:5][C:6]2[O:10][N:9]=[C:8]([CH3:11])[C:7]=2[CH:12]=1.I[CH2:14][CH:15]1[CH2:20][CH2:19][N:18]([C:21]([O:23][C:24]([CH3:27])([CH3:26])[CH3:25])=[O:22])[CH2:17][CH2:16]1.[Li+].CC([N-]C(C)C)C. The catalyst is C1COCC1. The product is [CH3:1][O:2][C:3]1[CH:4]=[CH:5][C:6]2[O:10][N:9]=[C:8]([CH2:11][CH2:14][CH:15]3[CH2:20][CH2:19][N:18]([C:21]([O:23][C:24]([CH3:25])([CH3:27])[CH3:26])=[O:22])[CH2:17][CH2:16]3)[C:7]=2[CH:12]=1. The yield is 0.870. (6) The reactants are [CH3:1][S:2][C:3]1[N:8]=[CH:7][C:6]([NH2:9])=[CH:5][N:4]=1.[Br-:10].[Br-].[Br-].C([N+](C)(C)C)C1C=CC=CC=1.C([N+](C)(C)C)C1C=CC=CC=1.C([N+](C)(C)C)C1C=CC=CC=1. The catalyst is ClCCl.CO. The product is [Br:10][C:5]1[C:6]([NH2:9])=[CH:7][N:8]=[C:3]([S:2][CH3:1])[N:4]=1. The yield is 0.0500. (7) The reactants are P(=O)(O)(O)O.[CH2:6]([O:8][C:9]([C:11]1[C:21]([CH2:22][CH2:23][CH:24](O)[C:25]2[CH:30]=[CH:29][CH:28]=[CH:27][CH:26]=2)=[C:20]([OH:32])[C:14]2[N:15]=[C:16]([CH3:19])[N:17]([CH3:18])[C:13]=2[CH:12]=1)=[O:10])[CH3:7].[OH-].[Na+]. No catalyst specified. The product is [CH2:6]([O:8][C:9]([C:11]1[C:21]2[CH2:22][CH2:23][CH:24]([C:25]3[CH:26]=[CH:27][CH:28]=[CH:29][CH:30]=3)[O:32][C:20]=2[C:14]2[N:15]=[C:16]([CH3:19])[N:17]([CH3:18])[C:13]=2[CH:12]=1)=[O:10])[CH3:7]. The yield is 0.860.